From a dataset of Peptide-MHC class II binding affinity with 134,281 pairs from IEDB. Regression. Given a peptide amino acid sequence and an MHC pseudo amino acid sequence, predict their binding affinity value. This is MHC class II binding data. The peptide sequence is FKSGRGCGSCFEIKC. The MHC is DRB4_0101 with pseudo-sequence DRB4_0103. The binding affinity (normalized) is 0.